From a dataset of Forward reaction prediction with 1.9M reactions from USPTO patents (1976-2016). Predict the product of the given reaction. Given the reactants [CH2:1]([O:3][C:4]1[CH:43]=[C:42]([F:44])[C:7]([CH2:8][N:9]2[C:17]3[C:12](=[CH:13][CH:14]=[CH:15][CH:16]=3)[C:11]([C:18]3[N:23]=[C:22]([NH:24][C:25]4[CH:30]=[CH:29][N:28]=[CH:27][CH:26]=4)[C:21]([O:31][CH2:32][CH2:33][NH:34]C(=O)OC(C)(C)C)=[CH:20][N:19]=3)=[N:10]2)=[C:6]([F:45])[CH:5]=1)[CH3:2].FC(F)(F)C(O)=O.C(=O)([O-])[O-].[Na+].[Na+].ClCCl.C(O)(C)C, predict the reaction product. The product is: [NH2:34][CH2:33][CH2:32][O:31][C:21]1[C:22]([NH:24][C:25]2[CH:30]=[CH:29][N:28]=[CH:27][CH:26]=2)=[N:23][C:18]([C:11]2[C:12]3[C:17](=[CH:16][CH:15]=[CH:14][CH:13]=3)[N:9]([CH2:8][C:7]3[C:6]([F:45])=[CH:5][C:4]([O:3][CH2:1][CH3:2])=[CH:43][C:42]=3[F:44])[N:10]=2)=[N:19][CH:20]=1.